Dataset: Catalyst prediction with 721,799 reactions and 888 catalyst types from USPTO. Task: Predict which catalyst facilitates the given reaction. (1) The catalyst class is: 5. Product: [F:1][C:2]([F:15])([F:14])[C:3]1[CH:4]=[CH:5][N:6]=[CH:7][C:8]=1[C:9]([O:11][CH3:12])=[O:10]. Reactant: [F:1][C:2]([F:15])([F:14])[C:3](=O)[CH:4]=[CH:5][NH:6][CH:7]=[CH:8][C:9]([O:11][CH3:12])=[O:10].Cl. (2) The catalyst class is: 9. Reactant: [CH3:1][O:2][C:3](=[O:25])[C:4]1[CH:9]=[CH:8][C:7]([S:10](=[O:24])(=[O:23])[NH:11][CH:12]([C:16]([O:18][C:19]([CH3:22])([CH3:21])[CH3:20])=[O:17])[CH:13]([CH3:15])[CH3:14])=[CH:6][CH:5]=1.C(=O)([O-])[O-].[Cs+].[Cs+].Cl.[N:33]1[CH:38]=[CH:37][CH:36]=[C:35]([CH2:39]Cl)[CH:34]=1.CCOC(C)=O.CCCCCC. Product: [CH3:1][O:2][C:3](=[O:25])[C:4]1[CH:9]=[CH:8][C:7]([S:10](=[O:24])(=[O:23])[N:11]([CH:12]([C:16]([O:18][C:19]([CH3:20])([CH3:22])[CH3:21])=[O:17])[CH:13]([CH3:15])[CH3:14])[CH2:39][C:35]2[CH:34]=[N:33][CH:38]=[CH:37][CH:36]=2)=[CH:6][CH:5]=1. (3) Reactant: [Cl:1][CH2:2][CH2:3][N:4]([CH2:30][CH2:31][Cl:32])[C:5]1[CH:10]=[CH:9][C:8]([NH:11][C:12](=[O:29])[NH:13][C:14]2[CH:15]=[C:16]([NH:20][C:21](=[O:28])[CH2:22][N:23]3[CH2:27]CC[CH2:24]3)[CH:17]=[CH:18][CH:19]=2)=[CH:7][CH:6]=1.Cl.ClCCN(CCCl)C1C=CC(NC(=O)NC2C=C(NC(=O)CCl)C=CC=2)=CC=1.N1CCCC1. Product: [ClH:1].[Cl:1][CH2:2][CH2:3][N:4]([CH2:30][CH2:31][Cl:32])[C:5]1[CH:10]=[CH:9][C:8]([NH:11][C:12](=[O:29])[NH:13][C:14]2[CH:15]=[C:16]([NH:20][C:21](=[O:28])[CH2:22][N:23]([CH3:27])[CH3:24])[CH:17]=[CH:18][CH:19]=2)=[CH:7][CH:6]=1. The catalyst class is: 1. (4) Reactant: [NH2:1][C:2]1[C:9]([I:10])=[CH:8][C:5]([C:6]#[N:7])=[C:4]([N:11]2[CH2:16][CH2:15][O:14][CH2:13][CH2:12]2)[CH:3]=1.[H-].[Na+].Cl[C:20]1[C:29]2[C:24](=[CH:25][C:26]([F:31])=[CH:27][C:28]=2[F:30])[N:23]=[C:22]([C:32]2[CH:37]=[CH:36][CH:35]=[CH:34][N:33]=2)[C:21]=1[CH3:38].C(=O)([O-])[O-].[Na+].[Na+]. The catalyst class is: 3. Product: [F:30][C:28]1[CH:27]=[C:26]([F:31])[CH:25]=[C:24]2[C:29]=1[C:20]([NH:1][C:2]1[C:9]([I:10])=[CH:8][C:5]([C:6]#[N:7])=[C:4]([N:11]3[CH2:16][CH2:15][O:14][CH2:13][CH2:12]3)[CH:3]=1)=[C:21]([CH3:38])[C:22]([C:32]1[CH:37]=[CH:36][CH:35]=[CH:34][N:33]=1)=[N:23]2. (5) Reactant: [C:1]([C:3]1[CH:26]=[CH:25][C:24]([N+:27]([O-:29])=[O:28])=[CH:23][C:4]=1[O:5][CH2:6][CH:7]([OH:22])[CH2:8][CH2:9][NH:10][C:11]([C:13]1[CH:21]=[CH:20][CH:19]=[CH:18][C:14]=1[C:15](O)=[O:16])=[O:12])#[N:2].Cl. Product: [O:12]=[C:11]1[C:13]2[C:14](=[CH:18][CH:19]=[CH:20][CH:21]=2)[C:15](=[O:16])[N:10]1[CH2:9][CH2:8][CH:7]([OH:22])[CH2:6][O:5][C:4]1[CH:23]=[C:24]([N+:27]([O-:29])=[O:28])[CH:25]=[CH:26][C:3]=1[C:1]#[N:2]. The catalyst class is: 12. (6) Reactant: [CH3:1][N:2]([CH:10]1[CH2:15][CH2:14][N:13]([C:16]2[C:25]3[C:20](=[CH:21][CH:22]=[CH:23][CH:24]=3)[C:19]([C:26]3[N:30]([CH3:31])[N:29]=[CH:28][CH:27]=3)=[N:18][N:17]=2)[CH2:12][CH2:11]1)C(=O)OC(C)(C)C.Cl.C(OCC)C. The catalyst class is: 4. Product: [CH3:1][NH:2][CH:10]1[CH2:15][CH2:14][N:13]([C:16]2[C:25]3[C:20](=[CH:21][CH:22]=[CH:23][CH:24]=3)[C:19]([C:26]3[N:30]([CH3:31])[N:29]=[CH:28][CH:27]=3)=[N:18][N:17]=2)[CH2:12][CH2:11]1. (7) The catalyst class is: 111. Reactant: [CH3:1][NH:2][CH2:3][C@@H:4]([C@H:6]([C@@H:8]([C@@H:10]([CH2:12][OH:13])[OH:11])[OH:9])[OH:7])[OH:5].[C:14]([OH:35])(=[O:34])[CH2:15][CH2:16][CH2:17]/[CH:18]=[CH:19]\[CH2:20]/[CH:21]=[CH:22]\[CH2:23]/[CH:24]=[CH:25]\[CH2:26]/[CH:27]=[CH:28]\[CH2:29]/[CH:30]=[CH:31]\[CH2:32][CH3:33]. Product: [C:14]([OH:35])(=[O:34])[CH2:15][CH2:16][CH2:17]/[CH:18]=[CH:19]\[CH2:20]/[CH:21]=[CH:22]\[CH2:23]/[CH:24]=[CH:25]\[CH2:26]/[CH:27]=[CH:28]\[CH2:29]/[CH:30]=[CH:31]\[CH2:32][CH3:33].[CH3:1][NH:2][CH2:3][C@@H:4]([C@H:6]([C@@H:8]([C@@H:10]([CH2:12][OH:13])[OH:11])[OH:9])[OH:7])[OH:5]. (8) Reactant: [F:1][C:2]1[CH:7]=[C:6]([F:8])[CH:5]=[CH:4][C:3]=1[C:9]1[CH:10]=[C:11]([CH:15]=[C:16]([CH:18]([OH:23])[C:19]([F:22])([F:21])[F:20])[N:17]=1)[C:12](O)=[O:13].[O-:24][N+:25]1[C:30]([C:31]([F:34])([F:33])F)=[CH:29][CH:28]=[C:27]([C@H:35]([NH2:37])[CH3:36])[CH:26]=1.[CH2:38](Cl)CCl.C1C=NC2N(O)N=NC=2C=1.C(N(CC)CC)C.C([O-])(O)=O.[Na+]. Product: [F:34][C:31]([C:30]1[N+:25]([O-:24])=[CH:26][C:27]([C@H:35]([NH:37][C:12](=[O:13])[C:11]2[CH:15]=[C:16]([CH:18]([OH:23])[C:19]([F:22])([F:20])[F:21])[N:17]=[C:9]([C:3]3[CH:4]=[CH:5][C:6]([F:8])=[CH:7][C:2]=3[F:1])[CH:10]=2)[CH3:36])=[CH:28][CH:29]=1)([F:33])[CH3:38]. The catalyst class is: 3. (9) Reactant: [N+:1]([C:4]1[CH:9]=[CH:8][C:7]([N:10]2[CH:14]=[CH:13][CH:12]=[N:11]2)=[CH:6][CH:5]=1)([O-])=O. Product: [N:10]1([C:7]2[CH:8]=[CH:9][C:4]([NH2:1])=[CH:5][CH:6]=2)[CH:14]=[CH:13][CH:12]=[N:11]1. The catalyst class is: 349. (10) Reactant: [CH:1]1([CH2:6][C@H:7]([CH2:18][C:19]([O:21][C:22]([CH3:25])([CH3:24])[CH3:23])=[O:20])[C:8]([N:10]2[CH:14]([C:15](O)=[O:16])[CH2:13][CH:12]=[N:11]2)=[O:9])[CH2:5][CH2:4][CH2:3][CH2:2]1.COC1N=C(OC)N=C([N+]2(C)CCOCC2)N=1.CN1CCOCC1.[CH2:50]([C:52]1[N:57]=[C:56]([NH2:58])[CH:55]=[CH:54][CH:53]=1)[CH3:51]. Product: [CH:1]1([CH2:6][C@@H:7]([C:8]([N:10]2[CH:14]([C:15]([NH:58][C:56]3[CH:55]=[CH:54][CH:53]=[C:52]([CH2:50][CH3:51])[N:57]=3)=[O:16])[CH2:13][CH:12]=[N:11]2)=[O:9])[CH2:18][C:19]([O:21][C:22]([CH3:23])([CH3:24])[CH3:25])=[O:20])[CH2:2][CH2:3][CH2:4][CH2:5]1. The catalyst class is: 10.